Dataset: Reaction yield outcomes from USPTO patents with 853,638 reactions. Task: Predict the reaction yield, written as a fraction of the theoretical maximum amount of product (1.0 means a 100% yield; for example, 0.34 means a 34% yield). (1) The reactants are [CH3:1][O:2][C:3](=[O:11])[C:4]1[CH:9]=[CH:8][CH:7]=[N:6][C:5]=1[OH:10].[I:12]N1C(=O)CCC1=O. The catalyst is C(Cl)Cl. The product is [CH3:1][O:2][C:3](=[O:11])[C:4]1[CH:9]=[C:8]([I:12])[CH:7]=[N:6][C:5]=1[OH:10]. The yield is 0.810. (2) The product is [Br:4][C:5]1[CH:6]=[C:7]2[C:8]([C:11]([C:12]([F:15])([F:14])[F:13])=[N:2][NH:3]2)=[CH:9][CH:10]=1. The catalyst is C(O)CCC.O. The yield is 0.320. The reactants are O.[NH2:2][NH2:3].[Br:4][C:5]1[CH:10]=[CH:9][C:8]([C:11](=O)[C:12]([F:15])([F:14])[F:13])=[C:7](F)[CH:6]=1. (3) The reactants are [Br:1][C:2]1[C:9]([O:10][CH3:11])=[CH:8][C:5]([CH:6]=[O:7])=[CH:4][C:3]=1[O:12][CH3:13].C1(C)C(S([CH2:23][N+:24]#[C-:25])(=O)=O)=CC=CC=1. The catalyst is CO. The product is [Br:1][C:2]1[C:9]([O:10][CH3:11])=[CH:8][C:5]([C:6]2[O:7][CH:25]=[N:24][CH:23]=2)=[CH:4][C:3]=1[O:12][CH3:13]. The yield is 0.390. (4) The reactants are [Br:1][C:2]1[CH:3]=[C:4]([CH:18]=[C:19]([CH3:21])[CH:20]=1)[C:5]([C:7]1[NH:12][C:11](=[O:13])[NH:10][C:9](=[O:14])[C:8]=1[CH:15]([CH3:17])[CH3:16])=[O:6].Cl[CH2:23][C:24]1[CH:29]=[C:28]([CH3:30])[N:27]=[C:26]([N:31]2[C:39](=[O:40])[C:38]3[C:33](=[CH:34][CH:35]=[CH:36][CH:37]=3)[C:32]2=[O:41])[CH:25]=1.C(=O)([O-])[O-].[K+].[K+].[I-].[Li+]. The catalyst is CN(C=O)C. The product is [Br:1][C:2]1[CH:3]=[C:4]([CH:18]=[C:19]([CH3:21])[CH:20]=1)[C:5]([C:7]1[N:12]([CH2:23][C:24]2[CH:29]=[C:28]([CH3:30])[N:27]=[C:26]([N:31]3[C:39](=[O:40])[C:38]4[C:33](=[CH:34][CH:35]=[CH:36][CH:37]=4)[C:32]3=[O:41])[CH:25]=2)[C:11](=[O:13])[NH:10][C:9](=[O:14])[C:8]=1[CH:15]([CH3:16])[CH3:17])=[O:6]. The yield is 0.350. (5) The reactants are [CH2:1]([O:8][C:9]1[CH:14]=[CH:13][C:12]([C@@H:15]2[CH2:17][C@H:16]2[N+:18]([O-])=O)=[CH:11][CH:10]=1)[C:2]1[CH:7]=[CH:6][CH:5]=[CH:4][CH:3]=1.Cl. The catalyst is CC(O)C.[Zn]. The product is [CH2:1]([O:8][C:9]1[CH:10]=[CH:11][C:12]([C@@H:15]2[CH2:17][C@H:16]2[NH2:18])=[CH:13][CH:14]=1)[C:2]1[CH:3]=[CH:4][CH:5]=[CH:6][CH:7]=1. The yield is 0.700. (6) The product is [C:12]([N:1]1[CH2:2][CH2:3][CH2:4][CH2:10][CH2:11]1)([O:14][C:15]([CH3:18])([CH3:17])[CH3:16])=[O:13]. The reactants are [NH:1]1[CH2:11][CH2:10][CH:4](C(OCC)=O)[CH2:3][CH2:2]1.[C:12](O[C:12]([O:14][C:15]([CH3:18])([CH3:17])[CH3:16])=[O:13])([O:14][C:15]([CH3:18])([CH3:17])[CH3:16])=[O:13]. The catalyst is O1CCCC1. The yield is 1.00. (7) The reactants are [C:1]1([N:7]2[CH:11]=[C:10]([CH2:12][OH:13])[N:9]=[C:8]2[S:14][C:15]2[CH:20]=[CH:19][CH:18]=[CH:17][CH:16]=2)[CH:6]=[CH:5][CH:4]=[CH:3][CH:2]=1.C[N+]1([O-])CCOCC1. The catalyst is C(#N)C.[Ru]([O-])(=O)(=O)=O.C([N+](CCC)(CCC)CCC)CC. The product is [C:1]1([N:7]2[CH:11]=[C:10]([CH:12]=[O:13])[N:9]=[C:8]2[S:14][C:15]2[CH:16]=[CH:17][CH:18]=[CH:19][CH:20]=2)[CH:2]=[CH:3][CH:4]=[CH:5][CH:6]=1. The yield is 0.540.